Dataset: Reaction yield outcomes from USPTO patents with 853,638 reactions. Task: Predict the reaction yield, written as a fraction of the theoretical maximum amount of product (1.0 means a 100% yield; for example, 0.34 means a 34% yield). (1) The reactants are [CH3:1][C:2]1([CH3:39])[CH2:11][CH2:10][C:9]([CH3:13])([CH3:12])[C:8]2[CH:7]=[C:6]([Se:14][C:15]#[C:16][C:17]3[CH:26]=[CH:25][C:20]([C:21]([O:23]C)=[O:22])=[CH:19][CH:18]=3)[CH:5]=[C:4]([O:27][CH2:28][C:29]3[C:38]4[C:33](=[CH:34][CH:35]=[CH:36][CH:37]=4)[CH:32]=[CH:31][CH:30]=3)[C:3]1=2.[OH-].[Na+]. No catalyst specified. The product is [CH3:1][C:2]1([CH3:39])[CH2:11][CH2:10][C:9]([CH3:12])([CH3:13])[C:8]2[CH:7]=[C:6]([Se:14][C:15]#[C:16][C:17]3[CH:26]=[CH:25][C:20]([C:21]([OH:23])=[O:22])=[CH:19][CH:18]=3)[CH:5]=[C:4]([O:27][CH2:28][C:29]3[C:38]4[C:33](=[CH:34][CH:35]=[CH:36][CH:37]=4)[CH:32]=[CH:31][CH:30]=3)[C:3]1=2. The yield is 0.650. (2) The reactants are Cl.[C:2]1([C:8]2[CH:9]=[C:10]3[C:14](=[C:15]([C:17]([NH2:19])=[O:18])[CH:16]=2)[NH:13][N:12]=[C:11]3[CH:20]2[CH2:25][CH2:24][NH:23][CH2:22][CH2:21]2)[CH:7]=[CH:6][CH:5]=[CH:4][CH:3]=1.C(N(C(C)C)CC)(C)C.[C:35]([NH:38][C:39]1[CH:44]=[CH:43][C:42]([S:45](Cl)(=[O:47])=[O:46])=[CH:41][CH:40]=1)(=[O:37])[CH3:36]. The catalyst is CN(C1C=CN=CC=1)C. The product is [C:35]([NH:38][C:39]1[CH:40]=[CH:41][C:42]([S:45]([N:23]2[CH2:24][CH2:25][CH:20]([C:11]3[C:10]4[C:14](=[C:15]([C:17]([NH2:19])=[O:18])[CH:16]=[C:8]([C:2]5[CH:3]=[CH:4][CH:5]=[CH:6][CH:7]=5)[CH:9]=4)[NH:13][N:12]=3)[CH2:21][CH2:22]2)(=[O:47])=[O:46])=[CH:43][CH:44]=1)(=[O:37])[CH3:36]. The yield is 0.280. (3) The reactants are [CH3:1][NH:2][C:3]1[CH:17]=[CH:16][C:6]([O:7][C:8]2[CH:13]=[CH:12][N:11]=[C:10]([C:14]#[N:15])[CH:9]=2)=[CH:5][C:4]=1[N+:18]([O-])=O.C([O-])([O-])=O.[Na+].[Na+].[O-]S(S([O-])=O)=O.[Na+].[Na+].CC(OO)=O. The catalyst is CCO.O. The product is [CH3:1][NH:2][C:3]1[CH:17]=[CH:16][C:6]([O:7][C:8]2[CH:13]=[CH:12][N:11]=[C:10]([C:14]#[N:15])[CH:9]=2)=[CH:5][C:4]=1[NH2:18]. The yield is 0.760. (4) The reactants are Br[C:2]1[CH:3]=[CH:4][C:5]2[N:6]([C:8]([CH3:13])([CH3:12])[C:9](=[O:11])[N:10]=2)[CH:7]=1.[Cl:14][C:15]1[CH:16]=[C:17](B(O)O)[CH:18]=[CH:19][CH:20]=1.C(=O)([O-])[O-].[K+].[K+].O1CCOCC1. The catalyst is C1C=CC([P]([Pd]([P](C2C=CC=CC=2)(C2C=CC=CC=2)C2C=CC=CC=2)([P](C2C=CC=CC=2)(C2C=CC=CC=2)C2C=CC=CC=2)[P](C2C=CC=CC=2)(C2C=CC=CC=2)C2C=CC=CC=2)(C2C=CC=CC=2)C2C=CC=CC=2)=CC=1.O. The product is [Cl:14][C:15]1[CH:20]=[C:19]([C:2]2[CH:3]=[CH:4][C:5]3[N:6]([C:8]([CH3:13])([CH3:12])[C:9](=[O:11])[N:10]=3)[CH:7]=2)[CH:18]=[CH:17][CH:16]=1. The yield is 0.630. (5) The reactants are C[Al](C)C.[C:5]([C:9]1[CH:29]=[CH:28][C:12]([CH2:13][NH:14][CH2:15][CH2:16][C:17]2[CH:22]=[CH:21][C:20]([F:23])=[C:19]([C:24]([F:27])([F:26])[F:25])[CH:18]=2)=[CH:11][CH:10]=1)([CH3:8])([CH3:7])[CH3:6].C[O:31][C:32]([C:34]1[N:35]=[CH:36][CH:37]=[C:38]2[CH:42]=[CH:41][NH:40][C:39]=12)=O. The catalyst is ClCCl. The product is [C:5]([C:9]1[CH:29]=[CH:28][C:12]([CH2:13][N:14]([CH2:15][CH2:16][C:17]2[CH:22]=[CH:21][C:20]([F:23])=[C:19]([C:24]([F:26])([F:27])[F:25])[CH:18]=2)[C:32]([C:34]2[N:35]=[CH:36][CH:37]=[C:38]3[CH:42]=[CH:41][NH:40][C:39]=23)=[O:31])=[CH:11][CH:10]=1)([CH3:8])([CH3:6])[CH3:7]. The yield is 0.500. (6) The reactants are [Br:1][C:2]1[CH:3]=[C:4]2[C:9](=[CH:10][CH:11]=1)[N:8]=[CH:7][CH:6]=[C:5]2[CH2:12][C:13]([C:15]1[CH:20]=[CH:19][CH:18]=[C:17]([CH3:21])[N:16]=1)=O.Cl.[NH2:23][N:24]1[CH2:28][CH2:27][CH2:26][C:25]1=[O:29]. The catalyst is N1C=CC=CC=1. The product is [Br:1][C:2]1[CH:3]=[C:4]2[C:9](=[CH:10][CH:11]=1)[N:8]=[CH:7][CH:6]=[C:5]2[CH2:12][C:13](=[N:23][N:24]1[CH2:28][CH2:27][CH2:26][C:25]1=[O:29])[C:15]1[CH:20]=[CH:19][CH:18]=[C:17]([CH3:21])[N:16]=1. The yield is 0.697.